The task is: Predict the product of the given reaction.. This data is from Forward reaction prediction with 1.9M reactions from USPTO patents (1976-2016). (1) Given the reactants [C:1]([O:5][C:6]([NH:8][C:9]1([CH2:13][C:14](O)=O)[CH2:12][CH2:11][CH2:10]1)=[O:7])([CH3:4])([CH3:3])[CH3:2].C(OC(NC(C)(C)[CH2:26][C:27]([OH:29])=[O:28])=O)(C)(C)C, predict the reaction product. The product is: [C:1]([O:5][C:6]([NH:8][C:9]1([CH2:13]/[CH:14]=[CH:26]/[C:27]([OH:29])=[O:28])[CH2:10][CH2:11][CH2:12]1)=[O:7])([CH3:2])([CH3:3])[CH3:4]. (2) Given the reactants Cl[C:2]1[CH:29]=[CH:28][C:5]([C:6]([NH:8][CH2:9][C:10]2[C:19](=[O:20])[C:18]3[C:13](=[CH:14][C:15]([Cl:21])=[CH:16][CH:17]=3)[N:12]([C:22]3[CH:27]=[CH:26][CH:25]=[CH:24][CH:23]=3)[CH:11]=2)=[O:7])=[CH:4][N:3]=1.[N:30]1([C:36]([NH2:38])=[O:37])[CH2:35][CH2:34][NH:33][CH2:32][CH2:31]1, predict the reaction product. The product is: [Cl:21][C:15]1[CH:14]=[C:13]2[C:18]([C:19](=[O:20])[C:10]([CH2:9][NH:8][C:6]([C:5]3[CH:28]=[CH:29][C:2]([N:33]4[CH2:34][CH2:35][N:30]([C:36]([NH2:38])=[O:37])[CH2:31][CH2:32]4)=[N:3][CH:4]=3)=[O:7])=[CH:11][N:12]2[C:22]2[CH:23]=[CH:24][CH:25]=[CH:26][CH:27]=2)=[CH:17][CH:16]=1.